Dataset: Forward reaction prediction with 1.9M reactions from USPTO patents (1976-2016). Task: Predict the product of the given reaction. (1) Given the reactants [Si:1]([O:18][CH2:19][C@H:20]1[N:25]([C:26](=[O:55])[CH2:27][C@@H:28]([NH:37][C:38]2[CH:43]=[CH:42][C:41]([S:44]([NH2:47])(=[O:46])=[O:45])=[CH:40][C:39]=2[S:48]([C:51]([F:54])([F:53])[F:52])(=[O:50])=[O:49])[CH2:29][S:30][C:31]2[CH:36]=[CH:35][CH:34]=[CH:33][CH:32]=2)[CH2:24][CH2:23][O:22][CH2:21]1)([C:14]([CH3:17])([CH3:16])[CH3:15])([C:8]1[CH:13]=[CH:12][CH:11]=[CH:10][CH:9]=1)[C:2]1[CH:7]=[CH:6][CH:5]=[CH:4][CH:3]=1.Cl.[Si](OC[C@H]1COCCN1)(C(C)(C)C)(C1C=CC=CC=1)C1C=CC=CC=1.C1(SC[C@H](NC2C=CC(S(=O)(=O)N)=CC=2S(C(F)(F)F)(=O)=O)CC(O)=O)C=CC=CC=1, predict the reaction product. The product is: [Si:1]([O:18][CH2:19][C@@H:20]1[N:25]([C:26](=[O:55])[CH2:27][C@@H:28]([NH:37][C:38]2[CH:43]=[CH:42][C:41]([S:44]([NH2:47])(=[O:46])=[O:45])=[CH:40][C:39]=2[S:48]([C:51]([F:52])([F:54])[F:53])(=[O:49])=[O:50])[CH2:29][S:30][C:31]2[CH:36]=[CH:35][CH:34]=[CH:33][CH:32]=2)[CH2:24][CH2:23][O:22][CH2:21]1)([C:14]([CH3:15])([CH3:16])[CH3:17])([C:2]1[CH:7]=[CH:6][CH:5]=[CH:4][CH:3]=1)[C:8]1[CH:9]=[CH:10][CH:11]=[CH:12][CH:13]=1. (2) Given the reactants [C:1]([C:4]1[CH:9]=[CH:8][C:7]([C:10]2[N:11]([C:20]3[CH:25]=[CH:24][C:23]([Cl:26])=[CH:22][C:21]=3[O:27][CH3:28])[CH:12]=[CH:13][C:14]=2[C:15](OCC)=[O:16])=[C:6]([CH3:29])[CH:5]=1)(=[O:3])[NH2:2].CC(C[AlH]CC(C)C)C.CCOC(C)=O.CO, predict the reaction product. The product is: [Cl:26][C:23]1[CH:24]=[CH:25][C:20]([N:11]2[CH:12]=[CH:13][C:14]([CH2:15][OH:16])=[C:10]2[C:7]2[CH:8]=[CH:9][C:4]([C:1]([NH2:2])=[O:3])=[CH:5][C:6]=2[CH3:29])=[C:21]([O:27][CH3:28])[CH:22]=1. (3) Given the reactants [Br:1][C:2]1[CH:9]=[CH:8][C:7]([N+:10]([O-:12])=[O:11])=[CH:6][C:3]=1[CH:4]=[O:5].C([O-])([O-])=O.[K+].[K+].CC1C=CC(S([CH2:29][N+:30]#[C-:31])(=O)=O)=CC=1, predict the reaction product. The product is: [Br:1][C:2]1[CH:9]=[CH:8][C:7]([N+:10]([O-:12])=[O:11])=[CH:6][C:3]=1[C:4]1[O:5][CH:31]=[N:30][CH:29]=1.